Task: Regression/Classification. Given a drug SMILES string, predict its toxicity properties. Task type varies by dataset: regression for continuous values (e.g., LD50, hERG inhibition percentage) or binary classification for toxic/non-toxic outcomes (e.g., AMES mutagenicity, cardiotoxicity, hepatotoxicity). Dataset: ld50_zhu.. Dataset: Acute oral toxicity (LD50) regression data from Zhu et al. (1) The drug is CCCC(C)(C)O. The rat oral LD50 is 2.31, given as -log10 of the dose in mol/kg body weight (higher means more acutely toxic). (2) The molecule is CC(C)=CC1C(C(=O)Cl)C1(C)C. The rat oral LD50 is 2.67, given as -log10 of the dose in mol/kg body weight (higher means more acutely toxic). (3) The rat oral LD50 is 1.50, given as -log10 of the dose in mol/kg body weight (higher means more acutely toxic). The compound is CCOC(=O)C=CN(C)C.